This data is from Full USPTO retrosynthesis dataset with 1.9M reactions from patents (1976-2016). The task is: Predict the reactants needed to synthesize the given product. (1) Given the product [Br:10][C:11]1[C:19]2[C:14](=[N:15][CH:16]=[N:17][C:18]=2[N:33]2[CH2:32][CH2:31][C:30]([CH2:29][NH2:28])([C:36]3[CH:41]=[CH:40][CH:39]=[C:38]([C:42]4[CH:43]=[N:44][N:45]([CH3:47])[CH:46]=4)[CH:37]=3)[CH2:35][CH2:34]2)[NH:13][N:12]=1, predict the reactants needed to synthesize it. The reactants are: C(N(C(C)C)C(C)C)C.[Br:10][C:11]1[C:19]2[C:14](=[N:15][CH:16]=[N:17][C:18]=2Cl)[NH:13][N:12]=1.C1(C(C2C=CC=CC=2)=[N:28][CH2:29][C:30]2([C:36]3[CH:41]=[CH:40][CH:39]=[C:38]([C:42]4[CH:43]=[N:44][N:45]([CH3:47])[CH:46]=4)[CH:37]=3)[CH2:35][CH2:34][NH:33][CH2:32][CH2:31]2)C=CC=CC=1.Cl.C(O)(C)C. (2) Given the product [C:1]1([C:7]2[CH:8]=[C:9]3[N:15]=[C:14]([CH2:16][CH2:17][CH:18]4[NH:24][C:23](=[S:35])[CH2:22][CH2:21][CH2:20][CH2:19]4)[NH:13][C:10]3=[N:11][CH:12]=2)[CH:6]=[CH:5][CH:4]=[CH:3][CH:2]=1, predict the reactants needed to synthesize it. The reactants are: [C:1]1([C:7]2[CH:8]=[C:9]3[N:15]=[C:14]([CH2:16][CH2:17][CH:18]4[NH:24][C:23](=O)[CH2:22][CH2:21][CH2:20][CH2:19]4)[NH:13][C:10]3=[N:11][CH:12]=2)[CH:6]=[CH:5][CH:4]=[CH:3][CH:2]=1.COC1C=CC(P2(SP(C3C=CC(OC)=CC=3)(=S)S2)=[S:35])=CC=1. (3) The reactants are: [CH3:1][O:2][C:3](=[O:10])[C@H:4]([CH2:6][CH:7]([CH3:9])[CH3:8])[NH2:5].ClCCl.Cl[CH2:15]/[CH:16]=[CH:17]\[CH2:18]Cl. Given the product [CH3:8][CH:7]([CH3:9])[CH2:6][C@H:4]([N:5]1[CH2:18][CH:17]=[CH:16][CH2:15]1)[C:3]([O:2][CH3:1])=[O:10], predict the reactants needed to synthesize it. (4) Given the product [N+:10]([C:9]1[C:5]([CH2:3][OH:2])=[N:6][N:7]([CH:13]2[CH2:18][CH2:17][CH2:16][CH2:15][O:14]2)[CH:8]=1)([O-:12])=[O:11], predict the reactants needed to synthesize it. The reactants are: C[O:2][C:3]([C:5]1[C:9]([N+:10]([O-:12])=[O:11])=[CH:8][N:7]([CH:13]2[CH2:18][CH2:17][CH2:16][CH2:15][O:14]2)[N:6]=1)=O.[H-].C([Al+]CC(C)C)C(C)C. (5) Given the product [C:22]([NH:32][CH2:33][C:34](=[O:40])[CH2:35][CH2:36][C:37]([O:39][C:9]([C:10]([O:12][CH2:13][C:14]1[CH:19]=[CH:18][CH:17]=[CH:16][CH:15]=1)=[O:11])([F:21])[F:20])=[O:38])([O:24][CH2:25][C:26]1[CH:31]=[CH:30][CH:29]=[CH:28][CH:27]=1)=[O:23], predict the reactants needed to synthesize it. The reactants are: C(N(CC)CC)C.Br[C:9]([F:21])([F:20])[C:10]([O:12][CH2:13][C:14]1[CH:19]=[CH:18][CH:17]=[CH:16][CH:15]=1)=[O:11].[C:22]([NH:32][CH2:33][C:34](=[O:40])[CH2:35][CH2:36][C:37]([OH:39])=[O:38])([O:24][CH2:25][C:26]1[CH:31]=[CH:30][CH:29]=[CH:28][CH:27]=1)=[O:23]. (6) Given the product [C:31]([O:35][C:36]([N:15]1[C:16]2[C:21](=[CH:20][CH:19]=[C:18]([Cl:22])[CH:17]=2)/[C:13](=[CH:12]/[C:11]2[CH:24]=[C:25]([Cl:28])[CH:26]=[CH:27][C:10]=2[O:9][CH2:8][CH2:7][O:6][Si:5]([C:1]([CH3:2])([CH3:4])[CH3:3])([CH3:30])[CH3:29])/[C:14]1=[O:23])=[O:37])([CH3:34])([CH3:33])[CH3:32], predict the reactants needed to synthesize it. The reactants are: [C:1]([Si:5]([CH3:30])([CH3:29])[O:6][CH2:7][CH2:8][O:9][C:10]1[CH:27]=[CH:26][C:25]([Cl:28])=[CH:24][C:11]=1/[CH:12]=[C:13]1\[C:14](=[O:23])[NH:15][C:16]2[C:21]\1=[CH:20][CH:19]=[C:18]([Cl:22])[CH:17]=2)([CH3:4])([CH3:3])[CH3:2].[C:31]([O:35][C:36](O[C:36]([O:35][C:31]([CH3:34])([CH3:33])[CH3:32])=[O:37])=[O:37])([CH3:34])([CH3:33])[CH3:32].C(N(CC)CC)C. (7) Given the product [N:23]1[CH:22]=[C:21]([O:20][C:15]2[CH2:19][CH2:18][O:17][N:16]=2)[CH:26]=[N:25][CH:24]=1, predict the reactants needed to synthesize it. The reactants are: C(OC1C=CC(C=O)=CC=1)CCC.Br[C:15]1[CH2:19][CH2:18][O:17][N:16]=1.[OH:20][C:21]1[CH:22]=[N:23][CH:24]=[N:25][CH:26]=1.